From a dataset of Forward reaction prediction with 1.9M reactions from USPTO patents (1976-2016). Predict the product of the given reaction. (1) Given the reactants [NH2:1][C:2]1[C:7](Br)=[CH:6][C:5]([N+:9]([O-:11])=[O:10])=[CH:4][N:3]=1.C(N(CC)CC)C.[C:19]1([C:25]#[CH:26])[CH:24]=[CH:23][CH:22]=[CH:21][CH:20]=1, predict the reaction product. The product is: [N+:9]([C:5]1[CH:6]=[C:7]([C:26]#[C:25][C:19]2[CH:24]=[CH:23][CH:22]=[CH:21][CH:20]=2)[C:2]([NH2:1])=[N:3][CH:4]=1)([O-:11])=[O:10]. (2) Given the reactants FC(F)(F)C(O)=O.[C:8]([C:10]1[CH:11]=[C:12]([NH:16][C:17]2[C:26]3[C:21](=[CH:22][CH:23]=[C:24]([NH:27][C:28](=[O:36])[CH:29]=[C:30]4[CH2:35][CH2:34][NH:33][CH2:32][CH2:31]4)[CH:25]=3)[N:20]=[CH:19][N:18]=2)[CH:13]=[CH:14][CH:15]=1)#[CH:9], predict the reaction product. The product is: [C:8]([C:10]1[CH:11]=[C:12]([NH:16][C:17]2[C:26]3[C:21](=[CH:22][CH:23]=[C:24]([NH:27][C:28](=[O:36])[CH:29]=[C:30]4[CH2:35][CH2:34][NH:33][CH2:32][CH2:31]4)[CH:25]=3)[N:20]=[CH:19][N:18]=2)[CH:13]=[CH:14][CH:15]=1)#[CH:9].